Dataset: Full USPTO retrosynthesis dataset with 1.9M reactions from patents (1976-2016). Task: Predict the reactants needed to synthesize the given product. (1) Given the product [C:16]([O:20][C:21](=[O:41])[NH:22][C@@H:23]1[C:31]2[C:26](=[C:27]([C:2]3[S:6][C:5]([C:7]4[CH:8]=[CH:9][C:10]([F:15])=[C:11]([C:12]#[N:13])[CH:14]=4)=[N:4][N:3]=3)[CH:28]=[CH:29][CH:30]=2)[CH2:25][CH2:24]1)([CH3:19])([CH3:17])[CH3:18], predict the reactants needed to synthesize it. The reactants are: Br[C:2]1[S:6][C:5]([C:7]2[CH:8]=[CH:9][C:10]([F:15])=[C:11]([CH:14]=2)[C:12]#[N:13])=[N:4][N:3]=1.[C:16]([O:20][C:21](=[O:41])[NH:22][C@@H:23]1[C:31]2[C:26](=[C:27](B3OC(C)(C)C(C)(C)O3)[CH:28]=[CH:29][CH:30]=2)[CH2:25][CH2:24]1)([CH3:19])([CH3:18])[CH3:17].C(=O)([O-])[O-].[K+].[K+].N#N. (2) Given the product [NH2:1][C:2]1[C:3]2[C:10]([C:11]#[C:12][C:13]3[CH:14]=[C:15]([O:21][CH3:22])[CH:16]=[C:17]([O:19][CH3:20])[CH:18]=3)=[CH:9][N:8]([C@@H:23]3[CH2:27][NH:26][C@H:25]([C:35]([N:36]([CH2:38][CH2:39][N:40]([CH3:42])[CH3:41])[CH3:37])=[O:43])[CH2:24]3)[C:4]=2[N:5]=[CH:6][N:7]=1, predict the reactants needed to synthesize it. The reactants are: [NH2:1][C:2]1[C:3]2[C:10]([C:11]#[C:12][C:13]3[CH:18]=[C:17]([O:19][CH3:20])[CH:16]=[C:15]([O:21][CH3:22])[CH:14]=3)=[CH:9][N:8]([C@@H:23]3[CH2:27][N:26](C(OC(C)(C)C)=O)[C@H:25]([C:35](=[O:43])[N:36]([CH2:38][CH2:39][N:40]([CH3:42])[CH3:41])[CH3:37])[CH2:24]3)[C:4]=2[N:5]=[CH:6][N:7]=1.NC1C2C(C#CC3C=C(OC)C=C(OC)C=3)=CN([C@@H]3CN(C(OC(C)(C)C)=O)[C@H](C(OC)=O)C3)C=2N=CN=1. (3) Given the product [O:6]=[C:2]([CH3:1])[CH2:7][CH2:8][CH2:9][CH2:10][N:11]1[CH:15]=[CH:14][C:13]([NH:16][C:28](=[O:29])/[CH:27]=[CH:26]/[C:22]2[CH:23]=[CH:24][CH:25]=[C:20]([O:19][C:18]([F:31])([F:32])[F:17])[CH:21]=2)=[N:12]1, predict the reactants needed to synthesize it. The reactants are: [CH3:1][C:2]1([CH2:7][CH2:8][CH2:9][CH2:10][N:11]2[CH:15]=[CH:14][C:13]([NH2:16])=[N:12]2)[O:6]CCO1.[F:17][C:18]([F:32])([F:31])[O:19][C:20]1[CH:21]=[C:22](/[CH:26]=[CH:27]/[C:28](O)=[O:29])[CH:23]=[CH:24][CH:25]=1.